From a dataset of Full USPTO retrosynthesis dataset with 1.9M reactions from patents (1976-2016). Predict the reactants needed to synthesize the given product. (1) Given the product [CH3:23][O:1][C:2]1([C:15]2[N:16]([CH3:20])[CH:17]=[CH:18][N:19]=2)[CH2:7][CH2:6][N:5]([C:8]([O:10][C:11]([CH3:14])([CH3:13])[CH3:12])=[O:9])[CH2:4][CH2:3]1, predict the reactants needed to synthesize it. The reactants are: [OH:1][C:2]1([C:15]2[N:16]([CH3:20])[CH:17]=[CH:18][N:19]=2)[CH2:7][CH2:6][N:5]([C:8]([O:10][C:11]([CH3:14])([CH3:13])[CH3:12])=[O:9])[CH2:4][CH2:3]1.[H-].[Na+].[CH3:23]I. (2) Given the product [F:25][C:19]1[C:20]([F:24])=[CH:21][CH:22]=[CH:23][C:18]=1[C:13]1[C:12]([CH2:11][O:10][C:7]2[CH:8]=[CH:9][C:4]([C:3]([NH:27][CH:28]3[CH2:33][CH2:32][O:31][CH2:30][CH2:29]3)=[O:26])=[CH:5][N:6]=2)=[C:16]([CH3:17])[O:15][N:14]=1, predict the reactants needed to synthesize it. The reactants are: CO[C:3](=[O:26])[C:4]1[CH:9]=[CH:8][C:7]([O:10][CH2:11][C:12]2[C:13]([C:18]3[CH:23]=[CH:22][CH:21]=[C:20]([F:24])[C:19]=3[F:25])=[N:14][O:15][C:16]=2[CH3:17])=[N:6][CH:5]=1.[NH2:27][CH:28]1[CH2:33][CH2:32][O:31][CH2:30][CH2:29]1. (3) The reactants are: [OH:1][C:2]1[CH:3]=[C:4]([C:14]2[N:15](C(OC(C)(C)C)=O)[C:16]([C:19]3[S:20][CH:21]=[CH:22][N:23]=3)=[CH:17][CH:18]=2)[CH:5]=[C:6]([O:8][C@@H:9]([CH3:13])[CH2:10][O:11][CH3:12])[CH:7]=1.[F:31][C:32]1[CH:33]=[C:34]([CH:41]=[CH:42][C:43]=1F)[C:35]([N:37]1[CH2:40][CH2:39][CH2:38]1)=[O:36].[H-].[Na+].Cl. Given the product [N:37]1([C:35]([C:34]2[CH:41]=[CH:42][C:43]([O:1][C:2]3[CH:3]=[C:4]([C:14]4[NH:15][C:16]([C:19]5[S:20][CH:21]=[CH:22][N:23]=5)=[CH:17][CH:18]=4)[CH:5]=[C:6]([O:8][C@@H:9]([CH3:13])[CH2:10][O:11][CH3:12])[CH:7]=3)=[C:32]([F:31])[CH:33]=2)=[O:36])[CH2:40][CH2:39][CH2:38]1, predict the reactants needed to synthesize it. (4) The reactants are: [C:1]([CH:3]1[CH2:8][CH:7]2[CH2:9][CH:4]1[CH:5](C=O)[CH2:6]2)#[N:2].[CH3:12][OH:13]. Given the product [C:1]([CH:3]1[CH2:8][CH:7]2[CH2:9][CH:4]1[CH2:5][CH:6]2[CH:12]=[O:13])#[N:2], predict the reactants needed to synthesize it. (5) Given the product [NH2:8][CH2:9][C@@H:10]1[C@@H:15]([C:16]([O:18][CH2:19][CH3:20])=[O:17])[C@H:14]([C:21]2[CH:22]=[CH:23][C:24]([F:27])=[CH:25][CH:26]=2)[C@@H:13]([O:28][C@@H:29]([C:31]2[CH:32]=[C:33]([C:41]([F:42])([F:43])[F:44])[CH:34]=[C:35]([C:37]([F:40])([F:38])[F:39])[CH:36]=2)[CH3:30])[CH2:12][CH2:11]1, predict the reactants needed to synthesize it. The reactants are: C([NH:8][CH2:9][C@@H:10]1[C@@H:15]([C:16]([O:18][CH2:19][CH3:20])=[O:17])[C@H:14]([C:21]2[CH:26]=[CH:25][C:24]([F:27])=[CH:23][CH:22]=2)[C@@H:13]([O:28][C@@H:29]([C:31]2[CH:36]=[C:35]([C:37]([F:40])([F:39])[F:38])[CH:34]=[C:33]([C:41]([F:44])([F:43])[F:42])[CH:32]=2)[CH3:30])[CH2:12][CH2:11]1)C1C=CC=CC=1. (6) Given the product [CH3:21][C:16]1[C:15]([CH2:14][N:41]2[C:42](=[O:43])[N:38]([C:25]3[S:26][C:27]([C:28]([NH:30][CH2:31][C:32]4[CH:33]=[N:34][CH:35]=[CH:36][CH:37]=4)=[O:29])=[C:23]([CH3:22])[N:24]=3)[CH:39]=[N:40]2)=[C:19]([CH3:20])[O:18][N:17]=1, predict the reactants needed to synthesize it. The reactants are: FC(F)(F)C1C=CC(CBr)=CC=1.Cl[CH2:14][C:15]1[C:16]([CH3:21])=[N:17][O:18][C:19]=1[CH3:20].[CH3:22][C:23]1[N:24]=[C:25]([N:38]2[C:42](=[O:43])[NH:41][N:40]=[CH:39]2)[S:26][C:27]=1[C:28]([NH:30][CH2:31][C:32]1[CH:33]=[N:34][CH:35]=[CH:36][CH:37]=1)=[O:29]. (7) Given the product [N:1]12[CH2:8][CH2:7][C:4]([CH2:9][C:10]#[N:13])([CH2:5][CH2:6]1)[CH2:3][CH2:2]2, predict the reactants needed to synthesize it. The reactants are: [N:1]12[CH2:8][CH2:7][C:4]([CH2:9][C:10](Cl)=O)([CH2:5][CH2:6]1)[CH2:3][CH2:2]2.[N:13]12CCC(CO)(CC1)CC2.S([O-])(=O)(=O)C.[C-]#N.[Na+]. (8) Given the product [CH3:1][O:2][C:3]1[CH:4]=[C:5]2[C:9](=[CH:10][C:11]=1[NH:12][S:13]([CH3:16])(=[O:15])=[O:14])[C:8](=[O:17])[N:7]([CH2:18][C:19]([OH:21])=[O:20])[C:6]2=[O:23], predict the reactants needed to synthesize it. The reactants are: [CH3:1][O:2][C:3]1[CH:4]=[C:5]2[C:9](=[CH:10][C:11]=1[NH:12][S:13]([CH3:16])(=[O:15])=[O:14])[C:8](=[O:17])[N:7]([CH2:18][C:19]([O:21]C)=[O:20])[C:6]2=[O:23].Cl. (9) Given the product [C:31]([OH:38])(=[O:37])/[CH:32]=[CH:33]/[C:34]([OH:36])=[O:35].[CH3:1][C:2]1([CH3:30])[C:10]2[C:5](=[CH:6][CH:7]=[CH:8][CH:9]=2)[N:4]([C:11]([NH:13][CH2:14][CH:15]2[CH2:20][CH2:19][N:18]([CH2:21][C:22]3([C:26]([OH:28])=[O:27])[CH2:25][CH2:24][CH2:23]3)[CH2:17][CH2:16]2)=[O:12])[C:3]1=[O:29].[CH3:1][C:2]1([CH3:30])[C:10]2[C:5](=[CH:6][CH:7]=[CH:8][CH:9]=2)[N:4]([C:11]([NH:13][CH2:14][CH:15]2[CH2:20][CH2:19][N:18]([CH2:21][C:22]3([C:26]([OH:28])=[O:27])[CH2:25][CH2:24][CH2:23]3)[CH2:17][CH2:16]2)=[O:12])[C:3]1=[O:29], predict the reactants needed to synthesize it. The reactants are: [CH3:1][C:2]1([CH3:30])[C:10]2[C:5](=[CH:6][CH:7]=[CH:8][CH:9]=2)[N:4]([C:11]([NH:13][CH2:14][CH:15]2[CH2:20][CH2:19][N:18]([CH2:21][C:22]3([C:26]([OH:28])=[O:27])[CH2:25][CH2:24][CH2:23]3)[CH2:17][CH2:16]2)=[O:12])[C:3]1=[O:29].[C:31]([OH:38])(=[O:37])/[CH:32]=[CH:33]/[C:34]([OH:36])=[O:35]. (10) Given the product [CH3:31][S:32]([O:23][CH:8]([C:5]1[CH:6]=[CH:7][C:2]([Br:1])=[CH:3][CH:4]=1)[CH2:9][CH2:10][CH:11]([O:12][S:32]([CH3:31])(=[O:34])=[O:33])[C:13]1[CH:18]=[CH:17][C:16]([Cl:19])=[C:15]([N+:20]([O-:22])=[O:21])[CH:14]=1)(=[O:34])=[O:33], predict the reactants needed to synthesize it. The reactants are: [Br:1][C:2]1[CH:7]=[CH:6][C:5]([CH:8]([OH:23])[CH2:9][CH2:10][CH:11]([C:13]2[CH:18]=[CH:17][C:16]([Cl:19])=[C:15]([N+:20]([O-:22])=[O:21])[CH:14]=2)[OH:12])=[CH:4][CH:3]=1.C(N(CC)CC)C.[CH3:31][S:32](Cl)(=[O:34])=[O:33].